From a dataset of NCI-60 drug combinations with 297,098 pairs across 59 cell lines. Regression. Given two drug SMILES strings and cell line genomic features, predict the synergy score measuring deviation from expected non-interaction effect. (1) Drug 1: C1=CC(=CC=C1CCCC(=O)O)N(CCCl)CCCl. Drug 2: CCCCCOC(=O)NC1=NC(=O)N(C=C1F)C2C(C(C(O2)C)O)O. Cell line: MDA-MB-231. Synergy scores: CSS=23.3, Synergy_ZIP=-1.09, Synergy_Bliss=-1.80, Synergy_Loewe=-6.64, Synergy_HSA=0.595. (2) Drug 1: C1CN(CCN1C(=O)CCBr)C(=O)CCBr. Drug 2: B(C(CC(C)C)NC(=O)C(CC1=CC=CC=C1)NC(=O)C2=NC=CN=C2)(O)O. Cell line: CAKI-1. Synergy scores: CSS=13.3, Synergy_ZIP=-2.00, Synergy_Bliss=-2.11, Synergy_Loewe=-26.6, Synergy_HSA=-7.13. (3) Drug 1: C1=CC(=CC=C1CCC2=CNC3=C2C(=O)NC(=N3)N)C(=O)NC(CCC(=O)O)C(=O)O. Drug 2: CN(C)N=NC1=C(NC=N1)C(=O)N. Cell line: PC-3. Synergy scores: CSS=30.5, Synergy_ZIP=-2.08, Synergy_Bliss=-8.21, Synergy_Loewe=-27.6, Synergy_HSA=-7.88. (4) Drug 1: C1CC(=O)NC(=O)C1N2CC3=C(C2=O)C=CC=C3N. Drug 2: CN(C)C1=NC(=NC(=N1)N(C)C)N(C)C. Cell line: COLO 205. Synergy scores: CSS=6.63, Synergy_ZIP=4.45, Synergy_Bliss=10.9, Synergy_Loewe=5.76, Synergy_HSA=4.22. (5) Drug 1: CN(C)N=NC1=C(NC=N1)C(=O)N. Drug 2: C1=CC(=CC=C1CC(C(=O)O)N)N(CCCl)CCCl.Cl. Cell line: SK-MEL-5. Synergy scores: CSS=3.38, Synergy_ZIP=1.63, Synergy_Bliss=8.63, Synergy_Loewe=0.672, Synergy_HSA=3.98. (6) Drug 1: C1=C(C(=O)NC(=O)N1)F. Drug 2: CCCCC(=O)OCC(=O)C1(CC(C2=C(C1)C(=C3C(=C2O)C(=O)C4=C(C3=O)C=CC=C4OC)O)OC5CC(C(C(O5)C)O)NC(=O)C(F)(F)F)O. Cell line: HOP-62. Synergy scores: CSS=34.8, Synergy_ZIP=-12.4, Synergy_Bliss=-12.3, Synergy_Loewe=-10.9, Synergy_HSA=-11.3. (7) Drug 1: CC1OCC2C(O1)C(C(C(O2)OC3C4COC(=O)C4C(C5=CC6=C(C=C35)OCO6)C7=CC(=C(C(=C7)OC)O)OC)O)O. Drug 2: CC(C)(C1=NC(=CC=C1)N2C3=NC(=NC=C3C(=O)N2CC=C)NC4=CC=C(C=C4)N5CCN(CC5)C)O. Cell line: SW-620. Synergy scores: CSS=61.4, Synergy_ZIP=-0.139, Synergy_Bliss=-1.10, Synergy_Loewe=-5.44, Synergy_HSA=4.69. (8) Drug 1: CN(C)C1=NC(=NC(=N1)N(C)C)N(C)C. Drug 2: C1C(C(OC1N2C=NC(=NC2=O)N)CO)O. Cell line: RXF 393. Synergy scores: CSS=2.49, Synergy_ZIP=-2.36, Synergy_Bliss=-4.09, Synergy_Loewe=-16.7, Synergy_HSA=-7.01. (9) Drug 1: CNC(=O)C1=NC=CC(=C1)OC2=CC=C(C=C2)NC(=O)NC3=CC(=C(C=C3)Cl)C(F)(F)F. Drug 2: C(CC(=O)O)C(=O)CN.Cl. Cell line: K-562. Synergy scores: CSS=1.66, Synergy_ZIP=-3.32, Synergy_Bliss=-7.72, Synergy_Loewe=-5.43, Synergy_HSA=-5.31. (10) Drug 1: C1=CC(=C2C(=C1NCCNCCO)C(=O)C3=C(C=CC(=C3C2=O)O)O)NCCNCCO. Drug 2: C#CCC(CC1=CN=C2C(=N1)C(=NC(=N2)N)N)C3=CC=C(C=C3)C(=O)NC(CCC(=O)O)C(=O)O. Cell line: SF-268. Synergy scores: CSS=40.2, Synergy_ZIP=0.425, Synergy_Bliss=0.214, Synergy_Loewe=0.470, Synergy_HSA=0.572.